The task is: Predict the reaction yield, written as a fraction of the theoretical maximum amount of product (1.0 means a 100% yield; for example, 0.34 means a 34% yield).. This data is from Reaction yield outcomes from USPTO patents with 853,638 reactions. (1) The reactants are Cl[C:2]1[CH:7]=[C:6]([NH:8][C:9]2[C:18]([F:19])=[CH:17][CH:16]=[CH:15][C:10]=2[C:11]([NH:13][CH3:14])=[O:12])[C:5]([Cl:20])=[CH:4][N:3]=1.[CH3:21][N:22]([CH2:24][C:25]1[CH:26]=[C:27]([NH2:32])[N:28]([CH2:30][CH3:31])[N:29]=1)[CH3:23].C(=O)([O-])[O-].[Cs+].[Cs+].CC1(C)C2C(=C(P(C3C=CC=CC=3)C3C=CC=CC=3)C=CC=2)OC2C(P(C3C=CC=CC=3)C3C=CC=CC=3)=CC=CC1=2. The catalyst is O1CCOCC1. The product is [Cl:20][C:5]1[C:6]([NH:8][C:9]2[C:18]([F:19])=[CH:17][CH:16]=[CH:15][C:10]=2[C:11]([NH:13][CH3:14])=[O:12])=[CH:7][C:2]([NH:32][C:27]2[N:28]([CH2:30][CH3:31])[N:29]=[C:25]([CH2:24][N:22]([CH3:21])[CH3:23])[CH:26]=2)=[N:3][CH:4]=1. The yield is 0.0800. (2) The reactants are [CH3:1][C:2]1[C:6]([CH3:7])=[C:5]([NH:8][C:9](=[O:16])OCC(Cl)(Cl)Cl)[O:4][N:3]=1.Cl.Cl.[F:19][C:20]1[CH:21]=[C:22]([C:26]2[CH:31]=[CH:30][N:29]=[C:28]([N:32]3[CH2:37][CH2:36][NH:35][CH2:34][CH2:33]3)[N:27]=2)[CH:23]=[CH:24][CH:25]=1. The catalyst is O1CCCC1.CCCCCC. The product is [CH3:1][C:2]1[C:6]([CH3:7])=[C:5]([NH:8][C:9]([N:35]2[CH2:36][CH2:37][N:32]([C:28]3[N:27]=[C:26]([C:22]4[CH:23]=[CH:24][CH:25]=[C:20]([F:19])[CH:21]=4)[CH:31]=[CH:30][N:29]=3)[CH2:33][CH2:34]2)=[O:16])[O:4][N:3]=1. The yield is 0.600. (3) The reactants are [N+:1]([C:4]1[CH:5]=[C:6]2[C:11](=[CH:12][CH:13]=1)[N:10]=[C:9]([C:14]([OH:16])=[O:15])[CH:8]=[N:7]2)([O-:3])=[O:2].S(=O)(=O)(O)O.C(=O)([O-])[O-].[Na+].[Na+].[CH2:28](O)[CH3:29]. No catalyst specified. The product is [N+:1]([C:4]1[CH:5]=[C:6]2[C:11](=[CH:12][CH:13]=1)[N:10]=[C:9]([C:14]([O:16][CH2:28][CH3:29])=[O:15])[CH:8]=[N:7]2)([O-:3])=[O:2]. The yield is 0.670. (4) The reactants are CC[O-].[Na+].Cl.[CH:6]1([NH:11][C:12]([NH2:14])=[NH:13])[CH2:10][CH2:9][CH2:8][CH2:7]1.[Cl:15][C:16]1[N:21]2[N:22]=[C:23]([C:29]3[O:30][CH:31]=[CH:32][C:33]=3[CH3:34])[C:24]([C:25](=O)[C:26]#[CH:27])=[C:20]2[CH:19]=[CH:18][CH:17]=1. The catalyst is C(O)C. The product is [Cl:15][C:16]1[N:21]2[N:22]=[C:23]([C:29]3[O:30][CH:31]=[CH:32][C:33]=3[CH3:34])[C:24]([C:25]3[CH:26]=[CH:27][N:14]=[C:12]([NH:11][CH:6]4[CH2:10][CH2:9][CH2:8][CH2:7]4)[N:13]=3)=[C:20]2[CH:19]=[CH:18][CH:17]=1. The yield is 0.650. (5) The reactants are [Br:1][C:2]1[C:6]2[N:7]=[C:8]([O:11][CH3:12])[N:9]=[CH:10][C:5]=2[S:4][CH:3]=1.[Li+].[Cl-].C([C:17]([O:19][CH3:20])=[O:18])#N. The catalyst is C1COCC1. The product is [Br:1][C:2]1[C:6]2[N:7]=[C:8]([O:11][CH3:12])[N:9]=[CH:10][C:5]=2[S:4][C:3]=1[C:17]([O:19][CH3:20])=[O:18]. The yield is 0.970. (6) The reactants are [Pb:1]=O.[OH-].[Na+].[C:5]([OH:9])(=[O:8])[CH:6]=[CH2:7]. No catalyst specified. The product is [C:5]([O-:9])(=[O:8])[CH:6]=[CH2:7].[Pb+2:1].[C:5]([O-:9])(=[O:8])[CH:6]=[CH2:7]. The yield is 0.930. (7) The reactants are [Br:1][C:2]1[CH:13]=[C:6]2[C:7]([O:9][C:10](=[O:12])[NH:11][C:5]2=[CH:4][CH:3]=1)=O.[CH2:14]([NH:21][CH2:22]C(O)=O)[C:15]1[CH:20]=[CH:19][CH:18]=[CH:17][CH:16]=1.CS(C)=O. The catalyst is O. The product is [CH2:14]([N:21]1[C:7](=[O:9])[C:6]2[CH:13]=[C:2]([Br:1])[CH:3]=[CH:4][C:5]=2[NH:11][C:10](=[O:12])[CH2:22]1)[C:15]1[CH:20]=[CH:19][CH:18]=[CH:17][CH:16]=1. The yield is 0.980. (8) The reactants are Br[C:2]1[CH:7]=[CH:6][C:5]([C:8]2([NH:11][C:12](=[O:22])[O:13][CH:14]3[CH:19]4[CH2:20][CH2:21][N:16]([CH2:17][CH2:18]4)[CH2:15]3)[CH2:10][CH2:9]2)=[CH:4][CH:3]=1.[CH3:23][O:24][C:25]1[CH:30]=[CH:29][C:28](B(O)O)=[CH:27][CH:26]=1. The catalyst is CC([O-])=O.CC([O-])=O.[Pd+2]. The product is [CH3:23][O:24][C:25]1[CH:30]=[CH:29][C:28]([C:2]2[CH:7]=[CH:6][C:5]([C:8]3([NH:11][C:12](=[O:22])[O:13][CH:14]4[CH:19]5[CH2:20][CH2:21][N:16]([CH2:17][CH2:18]5)[CH2:15]4)[CH2:10][CH2:9]3)=[CH:4][CH:3]=2)=[CH:27][CH:26]=1. The yield is 0.650. (9) The reactants are C([N:3](CC)CC)C.[CH2:8]([O:15][C:16]([NH:18][C@H:19]1[CH2:24][CH2:23][C@H:22]([C:25]([OH:27])=O)[CH2:21][CH2:20]1)=[O:17])[C:9]1[CH:14]=[CH:13][CH:12]=[CH:11][CH:10]=1.[Cl-].[NH4+].ON1C2C=CC=CC=2N=N1.Cl.C(N=C=NCCCN(C)C)C. The catalyst is O.CN(C)C=O. The product is [CH2:8]([O:15][C:16](=[O:17])[NH:18][C@H:19]1[CH2:24][CH2:23][C@H:22]([C:25](=[O:27])[NH2:3])[CH2:21][CH2:20]1)[C:9]1[CH:14]=[CH:13][CH:12]=[CH:11][CH:10]=1. The yield is 0.860. (10) The product is [Cl:1][C:2]1[N:3]=[CH:4][C:5]([CH:18]([OH:24])[CH2:19][OH:34])=[C:6]([C:8]2[NH:9][C:10]3[C:15]([CH:16]=2)=[C:14]([F:17])[CH:13]=[CH:12][CH:11]=3)[CH:7]=1. The catalyst is C1COCC1.O.O=[Os](=O)(=O)=O. The yield is 0.844. The reactants are [Cl:1][C:2]1[CH:7]=[C:6]([C:8]2[NH:9][C:10]3[C:15]([CH:16]=2)=[C:14]([F:17])[CH:13]=[CH:12][CH:11]=3)[C:5]([CH:18]=[CH2:19])=[CH:4][N:3]=1.C[N+]1([O-])CC[O:24]CC1.[O-]S([O-])=O.[Na+].[Na+].[OH2:34].